This data is from Forward reaction prediction with 1.9M reactions from USPTO patents (1976-2016). The task is: Predict the product of the given reaction. (1) Given the reactants [CH3:1][N:2]1[C:10]2[C:5](=[CH:6][CH:7]=[C:8]([C:11]([O-])=[O:12])[CH:9]=2)[C:4]([N:14]2[CH2:19][CH2:18][N:17]([CH3:20])[CH2:16][CH2:15]2)=[N:3]1.[Li+].C(Cl)CCl.C1C=CC2N(O)N=NC=2C=1.CCN(CC)CC.[CH2:43]([O:50][C:51]1[CH:57]=[CH:56][C:54](N)=[CH:53][CH:52]=1)[C:44]1[CH:49]=[CH:48][CH:47]=[CH:46][CH:45]=1.Cl, predict the reaction product. The product is: [CH2:43]([O:50][C:51]1[CH:57]=[CH:56][C:54]([C:11]([C:8]2[CH:9]=[C:10]3[C:5]([C:4]([N:14]4[CH2:19][CH2:18][N:17]([CH3:20])[CH2:16][CH2:15]4)=[N:3][N:2]3[CH3:1])=[CH:6][CH:7]=2)=[O:12])=[CH:53][CH:52]=1)[C:44]1[CH:49]=[CH:48][CH:47]=[CH:46][CH:45]=1. (2) The product is: [CH2:35]([O:37][C:38](=[O:45])[C:39]([OH:40])([C:41]([F:42])([F:43])[F:44])[CH2:34][C:29]1[C:28]2[C:33](=[C:24]([F:23])[CH:25]=[CH:26][CH:27]=2)[O:32][CH2:31][CH:30]=1)[CH3:36]. Given the reactants C1C=C2C=CC(O)=C(C3C4C(=CC=CC=4)C=CC=3O)C2=CC=1.[F:23][C:24]1[CH:25]=[CH:26][CH:27]=[C:28]2[C:33]=1[O:32][CH2:31][CH2:30][C:29]2=[CH2:34].[CH2:35]([O:37][C:38](=[O:45])[C:39]([C:41]([F:44])([F:43])[F:42])=[O:40])[CH3:36], predict the reaction product. (3) The product is: [C:13]([O:12][CH2:11][C@@H:6]1[C@@H:5]([O:4][C:1](=[O:3])[CH3:2])[C@H:10]([OH:16])[C@H:9]([OH:17])[C@@H:8]([C:18]2[CH:23]=[CH:22][CH:21]=[C:20]([O:24][C:33]3[C:42]4[C:37](=[CH:38][CH:39]=[CH:40][CH:41]=4)[N:36]=[CH:35][CH:34]=3)[CH:19]=2)[O:7]1)(=[O:15])[CH3:14]. Given the reactants [C:1]([O:4][CH2:5][C@@H:6]1[C@@H:11]([O:12][C:13](=[O:15])[CH3:14])[C@H:10]([OH:16])[C@H:9]([OH:17])[C@@H:8]([C:18]2[CH:23]=[CH:22][CH:21]=[C:20]([O:24][Si](C(C)(C)C)(C)C)[CH:19]=2)[O:7]1)(=[O:3])[CH3:2].Cl[C:33]1[C:42]2[C:37](=[CH:38][CH:39]=[CH:40][CH:41]=2)[N:36]=[CH:35][CH:34]=1, predict the reaction product. (4) Given the reactants C([N:8]1[C:13]2[CH:14]=[C:15]([CH2:18][C:19]3[CH:20]=[C:21]([C@H:28]4[C@H:33]([OH:34])[C@@H:32]([OH:35])[C@H:31]([OH:36])[C@@H:30]([CH2:37][OH:38])[O:29]4)[CH:22]=[CH:23][C:24]=3[CH:25]([CH3:27])[CH3:26])[CH:16]=[CH:17][C:12]=2[O:11][CH2:10][CH2:9]1)C1C=CC=CC=1.Cl, predict the reaction product. The product is: [O:11]1[C:12]2[CH:17]=[CH:16][C:15]([CH2:18][C:19]3[CH:20]=[C:21]([C@H:28]4[C@H:33]([OH:34])[C@@H:32]([OH:35])[C@H:31]([OH:36])[C@@H:30]([CH2:37][OH:38])[O:29]4)[CH:22]=[CH:23][C:24]=3[CH:25]([CH3:27])[CH3:26])=[CH:14][C:13]=2[NH:8][CH2:9][CH2:10]1.